The task is: Predict hERG channel inhibition at various concentrations.. This data is from hERG Central: cardiac toxicity at 1µM, 10µM, and general inhibition. The molecule is CC(C)CN(C)Cc1c(C(=O)N2CCc3ccccc3C2)nc2ccc(Cl)cn12. Results: hERG_inhib (hERG inhibition (general)): blocker.